From a dataset of Forward reaction prediction with 1.9M reactions from USPTO patents (1976-2016). Predict the product of the given reaction. Given the reactants C[N:2]([CH:4]=[C:5]([C:11](=O)[CH2:12][CH2:13][CH3:14])[C:6]([O:8][CH2:9][CH3:10])=[O:7])C.C(OC(C)(C)C)(=O)[NH:17]N, predict the reaction product. The product is: [CH2:12]([C:11]1[C:5]([C:6]([O:8][CH2:9][CH3:10])=[O:7])=[CH:4][NH:2][N:17]=1)[CH2:13][CH3:14].